This data is from Reaction yield outcomes from USPTO patents with 853,638 reactions. The task is: Predict the reaction yield, written as a fraction of the theoretical maximum amount of product (1.0 means a 100% yield; for example, 0.34 means a 34% yield). (1) The reactants are C(N(C(C)C)C(C)C)C.[CH3:10][O:11][C:12]1[CH:17]=[CH:16][C:15]([C:18]2[CH:23]=[CH:22][N:21]=[C:20]3[NH:24][C:25]([C:27]4[CH:28]=[N:29][CH:30]=[C:31]([CH:35]=4)[C:32](O)=[O:33])=[N:26][C:19]=23)=[CH:14][CH:13]=1.[CH3:36][N:37]1[CH2:42][CH2:41][NH:40][CH2:39][CH2:38]1.CN(C(ON1N=NC2C=CC=CC1=2)=[N+](C)C)C.F[P-](F)(F)(F)(F)F. The catalyst is C(#N)C. The product is [CH3:10][O:11][C:12]1[CH:13]=[CH:14][C:15]([C:18]2[CH:23]=[CH:22][N:21]=[C:20]3[NH:24][C:25]([C:27]4[CH:28]=[N:29][CH:30]=[C:31]([C:32]([N:40]5[CH2:41][CH2:42][N:37]([CH3:36])[CH2:38][CH2:39]5)=[O:33])[CH:35]=4)=[N:26][C:19]=23)=[CH:16][CH:17]=1. The yield is 0.0700. (2) The reactants are [CH3:1][C:2]1[C:16](=[O:17])[N:15]=[C:14]2[N:4]([C@@H:5]3[O:9][C@H:8]([CH2:10][OH:11])[C@@H:7]([OH:12])[C@@H:6]3[O:13]2)[CH:3]=1.[CH3:18][O:19][CH2:20][CH2:21][O:22]B([O:22][CH2:21][CH2:20][O:19][CH3:18])[O:22][CH2:21][CH2:20][O:19][CH3:18]. The catalyst is COCCO. The product is [CH3:18][O:19][CH2:20][CH2:21][O:22][C@@H:6]1[C@H:7]([OH:12])[C@@H:8]([CH2:10][OH:11])[O:9][C@H:5]1[N:4]1[CH:3]=[C:2]([CH3:1])[C:16](=[O:17])[NH:15][C:14]1=[O:13]. The yield is 0.630. (3) The reactants are Br[C:2]1[S:6][C:5]([CH2:7][CH3:8])=[C:4]([C:9]([O:11][CH2:12][CH3:13])=[O:10])[CH:3]=1.[F:14][C:15]([F:26])([F:25])[C:16]1[CH:21]=[CH:20][C:19](B(O)O)=[CH:18][CH:17]=1.C(=O)([O-])[O-].[Na+].[Na+].[Cl-].[NH4+]. The catalyst is C1C=CC(P(C2C=CC=CC=2)[C-]2C=CC=C2)=CC=1.C1C=CC(P(C2C=CC=CC=2)[C-]2C=CC=C2)=CC=1.Cl[Pd]Cl.[Fe+2].ClCCl.CN(C)C=O.O. The product is [CH2:7]([C:5]1[S:6][C:2]([C:19]2[CH:20]=[CH:21][C:16]([C:15]([F:26])([F:25])[F:14])=[CH:17][CH:18]=2)=[CH:3][C:4]=1[C:9]([O:11][CH2:12][CH3:13])=[O:10])[CH3:8]. The yield is 0.900. (4) The reactants are [C:1]([OH:9])(=[O:8])[C:2]1[CH:7]=[CH:6][CH:5]=[CH:4][CH:3]=1.[CH2:10](O)[CH2:11][CH2:12][CH3:13].C1(C)C=CC=CC=1. The catalyst is CCOCC.C1(C)C=CC(S(O)(=O)=O)=CC=1. The product is [C:1]([O:9][CH2:10][CH2:11][CH2:12][CH3:13])(=[O:8])[C:2]1[CH:7]=[CH:6][CH:5]=[CH:4][CH:3]=1. The yield is 0.900. (5) The reactants are FC(F)(F)S(O[C:7]1[CH:8]=[C:9]([C:14]2[CH:19]=[CH:18][C:17]([S:20]([CH2:23][CH3:24])(=[O:22])=[O:21])=[CH:16][C:15]=2[O:25][CH3:26])[C:10]([Cl:13])=[CH:11][CH:12]=1)(=O)=O.[B:29]1([B:29]2[O:33][C:32]([CH3:35])([CH3:34])[C:31]([CH3:37])([CH3:36])[O:30]2)[O:33][C:32]([CH3:35])([CH3:34])[C:31]([CH3:37])([CH3:36])[O:30]1.C([O-])(=O)C.[K+]. The catalyst is O1CCOCC1.[Pd](Cl)Cl.C1(P(C2C=CC=CC=2)[C-]2C=CC=C2)C=CC=CC=1.[C-]1(P(C2C=CC=CC=2)C2C=CC=CC=2)C=CC=C1.[Fe+2]. The product is [Cl:13][C:10]1[C:9]([C:14]2[CH:19]=[CH:18][C:17]([S:20]([CH2:23][CH3:24])(=[O:22])=[O:21])=[CH:16][C:15]=2[O:25][CH3:26])=[CH:8][C:7]([B:29]2[O:33][C:32]([CH3:35])([CH3:34])[C:31]([CH3:37])([CH3:36])[O:30]2)=[CH:12][CH:11]=1. The yield is 0.400.